Dataset: Forward reaction prediction with 1.9M reactions from USPTO patents (1976-2016). Task: Predict the product of the given reaction. (1) Given the reactants C[Si](C)(C)[N-][Si](C)(C)C.[Li+].[F:11][C:12]1[CH:17]=[CH:16][CH:15]=[CH:14][C:13]=1[CH2:18][C:19]([O:21][CH3:22])=[O:20].[F:23][C:24]1[C:25]([C:31](Cl)=[O:32])=[N:26][CH:27]=[C:28]([F:30])[CH:29]=1.[Cl-].[NH4+], predict the reaction product. The product is: [F:23][C:24]1[C:25]([C:31](=[O:32])[CH:18]([C:13]2[CH:14]=[CH:15][CH:16]=[CH:17][C:12]=2[F:11])[C:19]([O:21][CH3:22])=[O:20])=[N:26][CH:27]=[C:28]([F:30])[CH:29]=1. (2) Given the reactants [CH3:1][N:2]1[C:6]([C:7]2[CH:8]=[C:9]3[C:13](=[CH:14][CH:15]=2)[C:12](=[O:16])[N:11]([C@@H:17]([CH2:30][C:31]2[CH:36]=[C:35]([F:37])[CH:34]=[C:33]([F:38])[CH:32]=2)[CH2:18][N:19]2C(=O)C4C(=CC=CC=4)C2=O)[CH2:10]3)=[CH:5][CH:4]=[N:3]1.NN, predict the reaction product. The product is: [NH2:19][CH2:18][C@@H:17]([N:11]1[CH2:10][C:9]2[C:13](=[CH:14][CH:15]=[C:7]([C:6]3[N:2]([CH3:1])[N:3]=[CH:4][CH:5]=3)[CH:8]=2)[C:12]1=[O:16])[CH2:30][C:31]1[CH:32]=[C:33]([F:38])[CH:34]=[C:35]([F:37])[CH:36]=1. (3) Given the reactants [N:1]1([C:7]2[CH:12]=[CH:11][C:10]([N:13]3[CH:18]=[CH:17][CH:16]=[CH:15][C:14]3=[O:19])=[CH:9][CH:8]=2)[CH2:6][CH2:5][NH:4][CH2:3][CH2:2]1.CC1C=CC(S(O[CH2:31][CH2:32][CH2:33][C:34]2[C:42]3[C:37](=[CH:38][CH:39]=[C:40]([F:43])[CH:41]=3)[NH:36][CH:35]=2)(=O)=O)=CC=1.C(=O)([O-])[O-].[K+].[K+].[I-].[K+], predict the reaction product. The product is: [F:43][C:40]1[CH:41]=[C:42]2[C:37](=[CH:38][CH:39]=1)[NH:36][CH:35]=[C:34]2[CH2:33][CH2:32][CH2:31][N:4]1[CH2:5][CH2:6][N:1]([C:7]2[CH:8]=[CH:9][C:10]([N:13]3[CH:18]=[CH:17][CH:16]=[CH:15][C:14]3=[O:19])=[CH:11][CH:12]=2)[CH2:2][CH2:3]1. (4) Given the reactants Br[C:2]1[N:6]([CH2:7][O:8][CH2:9][CH2:10][Si:11]([CH3:14])([CH3:13])[CH3:12])[C:5]([C:15]2[CH:20]=[CH:19][CH:18]=[CH:17][CH:16]=2)=[N:4][C:3]=1[C:21]1[CH:26]=[CH:25][N:24]=[CH:23][CH:22]=1.[Li]C(C)(C)C.[CH2:32]([Sn:36](Cl)([CH2:41][CH2:42][CH2:43][CH3:44])[CH2:37][CH2:38][CH2:39][CH3:40])[CH2:33][CH2:34][CH3:35].C(=O)([O-])O.[Na+], predict the reaction product. The product is: [C:15]1([C:5]2[N:6]([CH2:7][O:8][CH2:9][CH2:10][Si:11]([CH3:14])([CH3:13])[CH3:12])[C:2]([Sn:36]([CH2:37][CH2:38][CH2:39][CH3:40])([CH2:41][CH2:42][CH2:43][CH3:44])[CH2:32][CH2:33][CH2:34][CH3:35])=[C:3]([C:21]3[CH:26]=[CH:25][N:24]=[CH:23][CH:22]=3)[N:4]=2)[CH:20]=[CH:19][CH:18]=[CH:17][CH:16]=1.